From a dataset of Full USPTO retrosynthesis dataset with 1.9M reactions from patents (1976-2016). Predict the reactants needed to synthesize the given product. (1) Given the product [F:16][C:17]([F:41])([F:42])[C:18]1[C:27]([O:28][CH:29]2[CH2:34][CH2:33][CH:32]([C:35]([F:36])([F:37])[F:38])[CH2:31][CH2:30]2)=[CH:26][CH:25]=[C:24]2[C:19]=1[CH:20]=[CH:21][C:22]([CH2:39][NH:1][C:2]13[CH2:3][CH2:4][C:5]([CH2:10][CH2:11][C:12]([OH:14])=[O:13])([CH2:6][CH2:7]1)[CH2:8][CH2:9]3)=[CH:23]2, predict the reactants needed to synthesize it. The reactants are: [NH2:1][C:2]12[CH2:9][CH2:8][C:5]([CH2:10][CH2:11][C:12]([O:14]C)=[O:13])([CH2:6][CH2:7]1)[CH2:4][CH2:3]2.[F:16][C:17]([F:42])([F:41])[C:18]1[C:27]([O:28][C@H:29]2[CH2:34][CH2:33][C@@H:32]([C:35]([F:38])([F:37])[F:36])[CH2:31][CH2:30]2)=[CH:26][CH:25]=[C:24]2[C:19]=1[CH:20]=[CH:21][C:22]([CH:39]=O)=[CH:23]2. (2) Given the product [CH:1]1([S:6][CH2:10][C:11](=[O:13])[CH3:12])[CH2:5][CH2:4][CH2:3][CH2:2]1, predict the reactants needed to synthesize it. The reactants are: [CH:1]1([SH:6])[CH2:5][CH2:4][CH2:3][CH2:2]1.[H-].[Na+].Cl[CH2:10][C:11](=[O:13])[CH3:12].